From a dataset of Cav3 T-type calcium channel HTS with 100,875 compounds. Binary Classification. Given a drug SMILES string, predict its activity (active/inactive) in a high-throughput screening assay against a specified biological target. (1) The molecule is O(C12C3C4N(CC5(C(C4(C4C1C(OC(=O)c1ccccc1)C(O)(C4)C(OC)C2O)C(OC)CC5O)C3OC)COC)C)C(=O)C. The result is 0 (inactive). (2) The result is 0 (inactive). The drug is O=c1n(nc(c2c1cccc2)C)CC(=O)N. (3) The result is 0 (inactive). The compound is S(=O)(=O)(N1CCN(CC1)c1ccccc1)c1cc(ccc1)C(OCC(=O)NCc1occc1)=O. (4) The compound is S(=O)(=O)(NC(CC(=O)NC1CCCC1)c1occc1)c1ccc(cc1)C. The result is 0 (inactive). (5) The compound is S(CCCC)c1n(c(nn1)c1ccc(NC(=O)CC)cc1)C. The result is 0 (inactive). (6) The molecule is s\1c2c(n(c1=C/C(=S)C)C)cccc2. The result is 0 (inactive). (7) The compound is Clc1cc(NC2N(C(=O)c3c2cccc3)Cc2occc2)ccc1F. The result is 1 (active).